This data is from Full USPTO retrosynthesis dataset with 1.9M reactions from patents (1976-2016). The task is: Predict the reactants needed to synthesize the given product. (1) Given the product [CH2:23]([O:11][C:10](=[O:12])[CH2:9][CH2:8][C:6]1[CH:7]=[C:2]([Cl:1])[CH:3]=[CH:4][C:5]=1[C:13](=[O:21])[NH:14][C:15]1[CH:16]=[CH:17][CH:18]=[CH:19][CH:20]=1)[CH3:24], predict the reactants needed to synthesize it. The reactants are: [Cl:1][C:2]1[CH:3]=[CH:4][C:5]([C:13](=[O:21])[NH:14][C:15]2[CH:20]=[CH:19][CH:18]=[CH:17][CH:16]=2)=[C:6]([CH2:8][CH2:9][C:10]([OH:12])=[O:11])[CH:7]=1.I[C:23]1C=C(Cl)C=C[C:24]=1C(N)=O.C(OC(OCC)C=C)C.C(N(CCCC)CCCC)CCC. (2) Given the product [CH:13]1[C:14]2[C:19](=[CH:18][CH:17]=[CH:16][CH:15]=2)[CH:20]=[CH:21][C:12]=1[C:10]([C:8]1[CH:9]=[C:5]([C:3](=[O:4])[CH2:2][N:25]([CH2:26][CH3:27])[CH2:23][CH3:24])[N:6]([CH3:22])[CH:7]=1)=[O:11], predict the reactants needed to synthesize it. The reactants are: Cl[CH2:2][C:3]([C:5]1[N:6]([CH3:22])[CH:7]=[C:8]([C:10]([C:12]2[CH:21]=[CH:20][C:19]3[C:14](=[CH:15][CH:16]=[CH:17][CH:18]=3)[CH:13]=2)=[O:11])[CH:9]=1)=[O:4].[CH2:23]([NH:25][CH2:26][CH3:27])[CH3:24]. (3) Given the product [Cl:2][C:3]1[CH:4]=[C:5]([C:9]2[O:10][C:11]3[CH2:16][CH2:15][N:14]([C:37]4[CH:38]=[N:39][CH:40]=[CH:41][CH:42]=4)[CH2:13][C:12]=3[N:17]=2)[CH:6]=[CH:7][CH:8]=1, predict the reactants needed to synthesize it. The reactants are: Cl.[Cl:2][C:3]1[CH:4]=[C:5]([C:9]2[O:10][C:11]3[CH2:16][CH2:15][NH:14][CH2:13][C:12]=3[N:17]=2)[CH:6]=[CH:7][CH:8]=1.F[B-](F)(F)F.C([PH+](C(C)(C)C)C(C)(C)C)(C)(C)C.I[C:37]1[CH:38]=[N:39][CH:40]=[CH:41][CH:42]=1.CC(C)([O-])C.[Na+].